From a dataset of Forward reaction prediction with 1.9M reactions from USPTO patents (1976-2016). Predict the product of the given reaction. (1) Given the reactants [CH:1]([C:4]1[C:5]([CH3:11])=[N+:6]([O-])[CH:7]=[CH:8][CH:9]=1)([CH3:3])[CH3:2].C(OC(C(F)(F)F)=O)(C(F)(F)F)=[O:13], predict the reaction product. The product is: [CH:1]([C:4]1[C:5]([CH2:11][OH:13])=[N:6][CH:7]=[CH:8][CH:9]=1)([CH3:3])[CH3:2]. (2) The product is: [ClH:49].[OH:4][CH2:5][C:6]([N:8]1[CH:9]2[CH2:15][CH2:14][CH:13]1[CH2:12][CH:11]([C:16]1[N:20]=[C:19]([NH:21][C:22]3[C:27]([O:28][C:29]4[C:30]([CH3:35])=[N:31][CH:32]=[CH:33][CH:34]=4)=[CH:26][C:25]([S:36][C:37]4[CH:42]=[CH:41][CH:40]=[CH:39][N:38]=4)=[CH:24][N:23]=3)[S:18][N:17]=1)[CH2:10]2)=[O:7]. Given the reactants C([O:4][CH2:5][C:6]([N:8]1[CH:13]2[CH2:14][CH2:15][CH:9]1[CH2:10][CH:11]([C:16]1[N:20]=[C:19]([NH:21][C:22]3[C:27]([O:28][C:29]4[C:30]([CH3:35])=[N:31][CH:32]=[CH:33][CH:34]=4)=[CH:26][C:25]([S:36][C:37]4[CH:42]=[CH:41][CH:40]=[CH:39][N:38]=4)=[CH:24][N:23]=3)[S:18][N:17]=1)[CH2:12]2)=[O:7])(=O)C.C([O-])([O-])=O.[K+].[K+].[ClH:49], predict the reaction product.